From a dataset of Full USPTO retrosynthesis dataset with 1.9M reactions from patents (1976-2016). Predict the reactants needed to synthesize the given product. The reactants are: C[O:2][C:3](=[O:42])[CH2:4][CH2:5][NH:6][C:7](=[O:41])[C:8]1[CH:13]=[CH:12][C:11]([CH:14]([NH:26][C:27]([NH:29][C:30]2[CH:35]=[CH:34][C:33]([O:36][C:37]([F:40])([F:39])[F:38])=[CH:32][CH:31]=2)=[O:28])[CH:15]2[CH2:20][CH2:19][N:18]([C:21]([CH:23]3[CH2:25][CH2:24]3)=[O:22])[CH2:17][CH2:16]2)=[CH:10][CH:9]=1.[OH-].[Li+]. Given the product [CH:23]1([C:21]([N:18]2[CH2:17][CH2:16][CH:15]([CH:14]([NH:26][C:27]([NH:29][C:30]3[CH:31]=[CH:32][C:33]([O:36][C:37]([F:40])([F:38])[F:39])=[CH:34][CH:35]=3)=[O:28])[C:11]3[CH:12]=[CH:13][C:8]([C:7]([NH:6][CH2:5][CH2:4][C:3]([OH:42])=[O:2])=[O:41])=[CH:9][CH:10]=3)[CH2:20][CH2:19]2)=[O:22])[CH2:24][CH2:25]1, predict the reactants needed to synthesize it.